Dataset: Catalyst prediction with 721,799 reactions and 888 catalyst types from USPTO. Task: Predict which catalyst facilitates the given reaction. Reactant: [Cl:1][C:2]1[CH:10]=[CH:9][C:8]([C:11]2[N:12]([C:22]([O:24][C:25]([CH3:28])([CH3:27])[CH3:26])=[O:23])[C:13]3[C:18]([CH:19]=2)=[CH:17][C:16](C=O)=[CH:15][CH:14]=3)=[C:7]2[C:3]=1[CH2:4][NH:5][C:6]2=[O:29].[CH3:30][NH:31][CH2:32][CH:33]([OH:36])[CH2:34][OH:35].[C:37](O[BH-](OC(=O)C)OC(=O)C)(=O)C.[Na+]. Product: [Cl:1][C:2]1[CH:10]=[CH:9][C:8]([C:11]2[N:12]([C:22]([O:24][C:25]([CH3:28])([CH3:26])[CH3:27])=[O:23])[C:13]3[C:18]([CH:19]=2)=[CH:17][C:16]([CH2:30][N:31]([CH2:32][CH:33]([OH:36])[CH2:34][OH:35])[CH3:37])=[CH:15][CH:14]=3)=[C:7]2[C:3]=1[CH2:4][NH:5][C:6]2=[O:29]. The catalyst class is: 4.